This data is from Catalyst prediction with 721,799 reactions and 888 catalyst types from USPTO. The task is: Predict which catalyst facilitates the given reaction. (1) Reactant: O1C2C=CC=CC=2N=C1.NC1C=CC=CC=1.[CH2:17]([N:19]([CH2:41][CH3:42])[CH2:20][CH2:21][N:22]([CH3:40])[S:23]([C:26]1[C:34]2[O:33]C(C(C)(C)C)=[N:31][C:30]=2[CH:29]=[CH:28][C:27]=1[Cl:39])(=[O:25])=[O:24])[CH3:18].OS(O)(=O)=O. Product: [NH2:31][C:30]1[C:34]([OH:33])=[C:26]([S:23]([N:22]([CH2:21][CH2:20][N:19]([CH2:41][CH3:42])[CH2:17][CH3:18])[CH3:40])(=[O:25])=[O:24])[C:27]([Cl:39])=[CH:28][CH:29]=1. The catalyst class is: 38. (2) Reactant: C([Li])(CC)C.[Cl:6][C:7]1[CH:8]=[CH:9][C:10]([CH3:22])=[C:11]([CH:21]=1)[CH2:12][NH:13][C:14](=[O:20])[O:15][C:16]([CH3:19])([CH3:18])[CH3:17].[CH3:23][O:24][C:25]1[CH:30]=[CH:29][C:28]([N:31]=[CH:32][C:33]([F:36])([F:35])[F:34])=[CH:27][CH:26]=1. Product: [Cl:6][C:7]1[CH:8]=[CH:9][C:10]([CH2:22][CH:32]([NH:31][C:28]2[CH:29]=[CH:30][C:25]([O:24][CH3:23])=[CH:26][CH:27]=2)[C:33]([F:35])([F:34])[F:36])=[C:11]([CH:21]=1)[CH2:12][NH:13][C:14](=[O:20])[O:15][C:16]([CH3:17])([CH3:18])[CH3:19]. The catalyst class is: 1. (3) Reactant: N[C@H]([CH:7]=[O:8])CCSC.[Br:9][C:10]1[CH:11]=[C:12]2[C:17](=[CH:18][CH:19]=1)[N:16]=[C:15](Cl)[CH:14]=[CH:13]2. Product: [Br:9][C:10]1[CH:11]=[C:12]2[C:17](=[CH:18][CH:19]=1)[N:16]=[C:15]([O:8][CH3:7])[CH:14]=[CH:13]2. The catalyst class is: 5.